From a dataset of Full USPTO retrosynthesis dataset with 1.9M reactions from patents (1976-2016). Predict the reactants needed to synthesize the given product. (1) Given the product [CH3:24][C:18]1[C:19]([CH3:23])=[CH:20][CH:21]=[CH:22][C:17]=1[C:15]1[N:14]=[C:13]([NH2:25])[N:12]=[C:11]([NH:9][CH2:8][CH2:7][N:1]2[CH2:6][CH2:5][O:4][CH2:3][CH2:2]2)[CH:16]=1, predict the reactants needed to synthesize it. The reactants are: [N:1]1([CH2:7][CH2:8][NH2:9])[CH2:6][CH2:5][O:4][CH2:3][CH2:2]1.Cl[C:11]1[CH:16]=[C:15]([C:17]2[CH:22]=[CH:21][CH:20]=[C:19]([CH3:23])[C:18]=2[CH3:24])[N:14]=[C:13]([NH2:25])[N:12]=1. (2) Given the product [Br:12][C:5]1[C:6]2[C:11](=[CH:10][CH:9]=[CH:8][CH:7]=2)[C:2]([N:1]=[N:14][S:26][C:20]2[CH:25]=[CH:24][CH:23]=[CH:22][CH:21]=2)=[CH:3][CH:4]=1, predict the reactants needed to synthesize it. The reactants are: [NH2:1][C:2]1[C:11]2[C:6](=[CH:7][CH:8]=[CH:9][CH:10]=2)[C:5]([Br:12])=[CH:4][CH:3]=1.Cl.[N:14]([O-])=O.[Na+].[OH-].[Na+].[C:20]1([SH:26])[CH:25]=[CH:24][CH:23]=[CH:22][CH:21]=1.[OH-].